Dataset: Full USPTO retrosynthesis dataset with 1.9M reactions from patents (1976-2016). Task: Predict the reactants needed to synthesize the given product. (1) Given the product [ClH:29].[ClH:29].[CH3:1][N:2]([CH3:28])[CH2:3][CH2:4][N:5]1[C:9]2[CH:10]=[CH:11][C:12]([S:14]([C@H:17]3[CH2:21][CH2:20][N:19]([CH3:22])[CH2:18]3)(=[O:15])=[O:16])=[CH:13][C:8]=2[N:7]=[C:6]1[CH2:23][C:24]([CH3:26])([CH3:25])[CH3:27], predict the reactants needed to synthesize it. The reactants are: [CH3:1][N:2]([CH3:28])[CH2:3][CH2:4][N:5]1[C:9]2[CH:10]=[CH:11][C:12]([S:14]([C@H:17]3[CH2:21][CH2:20][N:19]([CH3:22])[CH2:18]3)(=[O:16])=[O:15])=[CH:13][C:8]=2[N:7]=[C:6]1[CH2:23][C:24]([CH3:27])([CH3:26])[CH3:25].[ClH:29].C(OCC)(=O)C. (2) Given the product [CH3:21][C:20]1[CH:22]=[CH:23][C:17]([S:14]([O:13][CH:10]2[CH2:11][CH2:12][N:8]([C:6]([O:5][C:1]([CH3:4])([CH3:2])[CH3:3])=[O:7])[CH2:9]2)(=[O:16])=[O:15])=[CH:18][CH:19]=1, predict the reactants needed to synthesize it. The reactants are: [C:1]([O:5][C:6]([N:8]1[CH2:12][CH2:11][CH:10]([OH:13])[CH2:9]1)=[O:7])([CH3:4])([CH3:3])[CH3:2].[S:14](Cl)([C:17]1[CH:23]=[CH:22][C:20]([CH3:21])=[CH:19][CH:18]=1)(=[O:16])=[O:15]. (3) Given the product [CH3:7][C:4]1[C:3]([N+:8]([O-:10])=[O:9])=[C:2]([NH:13][C:14]([C:15]2[CH:16]=[CH:17][CH:18]=[CH:19][C:20]=2[C:12]([O:27][CH3:26])=[O:11])=[O:21])[S:6][N:5]=1, predict the reactants needed to synthesize it. The reactants are: Br[C:2]1[S:6][N:5]=[C:4]([CH3:7])[C:3]=1[N+:8]([O-:10])=[O:9].[O:11]=[C:12]1[C:20]2[C:15](=[CH:16][CH:17]=[CH:18][CH:19]=2)[C:14](=[O:21])[N:13]1[K].CN([CH:26]=[O:27])C. (4) Given the product [F:1][C:2]1[CH:7]=[C:6]([C:8]([F:9])([F:11])[F:10])[CH:5]=[CH:4][C:3]=1[CH:12]1[CH2:17][C:16](=[O:18])[NH:15][C:14]([CH3:19])=[C:13]1[C:20]([OH:22])=[O:21], predict the reactants needed to synthesize it. The reactants are: [F:1][C:2]1[CH:7]=[C:6]([C:8]([F:11])([F:10])[F:9])[CH:5]=[CH:4][C:3]=1[CH:12]1[CH2:17][C:16](=[O:18])[NH:15][C:14]([CH3:19])=[C:13]1[C:20]([O:22]C)=[O:21]. (5) Given the product [Br:18][C:19]1[CH:24]=[C:23]2[C:22]([CH2:26][CH2:17][CH:16]([C:13]3[CH:12]=[CH:11][C:10]([C:3]4[CH:4]=[C:5]([O:8][CH3:9])[CH:6]=[CH:7][C:2]=4[F:1])=[CH:15][CH:14]=3)[O:25]2)=[CH:21][CH:20]=1, predict the reactants needed to synthesize it. The reactants are: [F:1][C:2]1[CH:7]=[CH:6][C:5]([O:8][CH3:9])=[CH:4][C:3]=1[C:10]1[CH:15]=[CH:14][C:13]([CH:16]=[CH2:17])=[CH:12][CH:11]=1.[Br:18][C:19]1[CH:20]=[CH:21][C:22]([CH2:26]O)=[C:23]([OH:25])[CH:24]=1. (6) Given the product [CH3:1][C:2]1([CH3:32])[O:6][C@H:5]([C@@:7]([OH:29])([CH:33]=[CH2:34])[CH2:8][O:9][C:10]([C:11]2[CH:16]=[CH:15][CH:14]=[CH:13][CH:12]=2)([C:23]2[CH:28]=[CH:27][CH:26]=[CH:25][CH:24]=2)[C:17]2[CH:18]=[CH:19][CH:20]=[CH:21][CH:22]=2)[C@H:4]([CH:30]=[CH2:31])[O:3]1, predict the reactants needed to synthesize it. The reactants are: [CH3:1][C:2]1([CH3:32])[O:6][C@H:5]([C:7](=[O:29])[CH2:8][O:9][C:10]([C:23]2[CH:28]=[CH:27][CH:26]=[CH:25][CH:24]=2)([C:17]2[CH:22]=[CH:21][CH:20]=[CH:19][CH:18]=2)[C:11]2[CH:16]=[CH:15][CH:14]=[CH:13][CH:12]=2)[C@H:4]([CH:30]=[CH2:31])[O:3]1.[CH:33]([Mg]Br)=[CH2:34]. (7) Given the product [C:4]([C:6]1[CH:13]=[CH:12][C:9]([C:10]#[N:11])=[CH:8][N:7]=1)(=[O:3])[CH3:5], predict the reactants needed to synthesize it. The reactants are: C([O:3][C:4]([C:6]1[CH:13]=[CH:12][C:9]([C:10]#[N:11])=[CH:8][N:7]=1)=[CH2:5])C. (8) Given the product [Cl:22][C:20]1[CH:19]=[C:18]([S:23]([N:7]2[CH2:14][CH2:13][CH2:12][C@H:8]2[C:9]([OH:11])=[O:10])(=[O:24])=[O:25])[CH:17]=[C:16]([Cl:15])[CH:21]=1, predict the reactants needed to synthesize it. The reactants are: C([O-])([O-])=O.[Na+].[Na+].[NH:7]1[CH2:14][CH2:13][CH2:12][C@H:8]1[C:9]([OH:11])=[O:10].[Cl:15][C:16]1[CH:17]=[C:18]([S:23](Cl)(=[O:25])=[O:24])[CH:19]=[C:20]([Cl:22])[CH:21]=1.